Dataset: Forward reaction prediction with 1.9M reactions from USPTO patents (1976-2016). Task: Predict the product of the given reaction. Given the reactants Cl[C:2]1[N:7]=[CH:6][C:5]2[C:8]([N:14]3[CH2:18][CH2:17][N:16]([CH3:19])[C:15]3=[O:20])=[N:9][N:10]([CH:11]([CH3:13])[CH3:12])[C:4]=2[CH:3]=1.[NH2:21][C:22]1[CH:27]=[CH:26][N:25]=[C:24]([N:28]2[CH2:33][CH2:32][C@H:31]([OH:34])[C@H:30]([F:35])[CH2:29]2)[N:23]=1.C1(P(C2C=CC=CC=2)C2C3OC4C(=CC=CC=4P(C4C=CC=CC=4)C4C=CC=CC=4)C(C)(C)C=3C=CC=2)C=CC=CC=1.C(=O)([O-])[O-].[Cs+].[Cs+], predict the reaction product. The product is: [F:35][C@H:30]1[C@@H:31]([OH:34])[CH2:32][CH2:33][N:28]([C:24]2[N:23]=[C:22]([NH:21][C:2]3[N:7]=[CH:6][C:5]4[C:8]([N:14]5[CH2:18][CH2:17][N:16]([CH3:19])[C:15]5=[O:20])=[N:9][N:10]([CH:11]([CH3:13])[CH3:12])[C:4]=4[CH:3]=3)[CH:27]=[CH:26][N:25]=2)[CH2:29]1.